From a dataset of Peptide-MHC class I binding affinity with 185,985 pairs from IEDB/IMGT. Regression. Given a peptide amino acid sequence and an MHC pseudo amino acid sequence, predict their binding affinity value. This is MHC class I binding data. (1) The peptide sequence is RRTPRVSWK. The MHC is HLA-B35:01 with pseudo-sequence HLA-B35:01. The binding affinity (normalized) is 0.0847. (2) The peptide sequence is GLYSSTVPV. The MHC is HLA-A02:02 with pseudo-sequence HLA-A02:02. The binding affinity (normalized) is 0.793. (3) The peptide sequence is GTYKRVTEK. The MHC is HLA-A66:01 with pseudo-sequence HLA-A66:01. The binding affinity (normalized) is 0.635. (4) The peptide sequence is GLRWHVRAF. The MHC is HLA-B07:02 with pseudo-sequence HLA-B07:02. The binding affinity (normalized) is 0.445. (5) The peptide sequence is GTNETEYLF. The MHC is HLA-A24:02 with pseudo-sequence HLA-A24:02. The binding affinity (normalized) is 0.162. (6) The peptide sequence is SIIQEKLGY. The MHC is HLA-A26:02 with pseudo-sequence HLA-A26:02. The binding affinity (normalized) is 0.589.